This data is from Drug-target binding data from BindingDB using IC50 measurements. The task is: Regression. Given a target protein amino acid sequence and a drug SMILES string, predict the binding affinity score between them. We predict pIC50 (pIC50 = -log10(IC50 in M); higher means more potent). Dataset: bindingdb_ic50. (1) The compound is COc1ccc(-c2nn3c(-c4cccs4)nnc3s2)cc1OC. The target protein (Q9UKK9) has sequence MESQEPTESSQNGKQYIISEELISEGKWVKLEKTTYMDPTGKTRTWESVKRTTRKEQTADGVAVIPVLQRTLHYECIVLVKQFRPPMGGYCIEFPAGLIDDGETPEAAALRELEEETGYKGDIAECSPAVCMDPGLSNCTIHIVTVTINGDDAENARPKPKPGDGEFVEVISLPKNDLLQRLDALVAEEHLTVDARVYSYALALKHANAKPFEVPFLKF. The pIC50 is 4.0. (2) The drug is CO[C@H]1CC[C@]2(CC1)Cc1ccc(-c3cccc(Cl)c3Cl)cc1[C@@]21N=C(C)C(N)=N1. The target protein sequence is MAQALPWLLLWMGAGVLPAHGTQHGIRLPLRSGLGGAPLGLRLPRETDEEPEEPGRRGSFVEMVDNLRGKSGQGYYVEMTVGSPPQTLNILVDTGSSNFAVGAAPHPFLHRYYQRQLSSTYRDLRKGVYVPYTQGKWEGELGTDLVSIPHGPNVTVRANIAAITESDKFFINGSNWEGILGLAYAEIARPDDSLEPFFDSLVKQTHVPNLFSLQLCGAGFPLNQSEVLASVGGSMIIGGIDHSLYTGSLWYTPIRREWYYEVIIVRVEINGQDLKMDCKEYNYDKSIVDSGTTNLRLPKKVFEAAVKSIKAASSTEKFPDGFWLGEQLVCWQAGTTPWNIFPVISLYLMGEVTNQSFRITILPQQYLRPVEDVATSQDDCYKFAISQSSTGTVMGAVIMEGFYVVFDRARKRIGFAVSACHVHDEFRTAAVEGPFVTLDMEDCGYNIPQTDESTLMTIAY. The pIC50 is 7.2. (3) The compound is O=C(O)c1cc([N+](=O)[O-])ccc1Oc1ccccc1CN1CCc2cc(N3CCN(c4cccc(C(F)(F)F)c4)CC3)ccc21. The target protein (P05121) has sequence MQMSPALTCLVLGLALVFGEGSAVHHPPSYVAHLASDFGVRVFQQVAQASKDRNVVFSPYGVASVLAMLQLTTGGETQQQIQAAMGFKIDDKGMAPALRHLYKELMGPWNKDEISTTDAIFVQRDLKLVQGFMPHFFRLFRSTVKQVDFSEVERARFIINDWVKTHTKGMISNLLGKGAVDQLTRLVLVNALYFNGQWKTPFPDSSTHRRLFHKSDGSTVSVPMMAQTNKFNYTEFTTPDGHYYDILELPYHGDTLSMFIAAPYEKEVPLSALTNILSAQLISHWKGNMTRLPRLLVLPKFSLETEVDLRKPLENLGMTDMFRQFQADFTSLSDQEPLHVAQALQKVKIEVNESGTVASSSTAVIVSARMAPEEIIMDRPFLFVVRHNPTGTVLFMGQVMEP. The pIC50 is 4.5. (4) The drug is COc1ccc(N2CCc3c(C)nc4ccccc4c32)c(C)c1. The target protein (P19156) has sequence MGKAENYELYQVELGPGPSGDMAAKMSKKKAGRGGGKRKEKLENMKKEMEINDHQLSVAELEQKYQTSATKGLSASLAAELLLRDGPNALRPPRGTPEYVKFARQLAGGLQCLMWVAAAICLIAFAIQASEGDLTTDDNLYLALALIAVVVVTGCFGYYQEFKSTNIIASFKNLVPQQATVIRDGDKFQINADQLVVGDLVEMKGGDRVPADIRILQAQGRKVDNSSLTGESEPQTRSPECTHESPLETRNIAFFSTMCLEGTAQGLVVNTGDRTIIGRIASLASGVENEKTPIAIEIEHFVDIIAGLAILFGATFFIVAMCIGYTFLRAMVFFMAIVVAYVPEGLLATVTVCLSLTAKRLASKNCVVKNLEAVETLGSTSVICSDKTGTLTQNRMTVSHLWFDNHIHSADTTEDQSGQTFDQSSETWRALCRVLTLCNRAAFKSGQDAVPVPKRIVIGDASETALLKFSELTLGNAMGYRERFPKVCEIPFNSTNKFQL.... The pIC50 is 6.3.